This data is from Full USPTO retrosynthesis dataset with 1.9M reactions from patents (1976-2016). The task is: Predict the reactants needed to synthesize the given product. Given the product [F:1][C:2]1[CH:3]=[CH:4][C:5]([C:8]2[C:12](/[CH:13]=[CH:14]/[C:15]3[CH:16]=[C:17]([C:20]([N:24]4[CH2:29][CH2:28][O:27][CH2:26][CH2:25]4)=[O:22])[NH:18][N:19]=3)=[C:11]([CH3:23])[O:10][N:9]=2)=[CH:6][CH:7]=1, predict the reactants needed to synthesize it. The reactants are: [F:1][C:2]1[CH:7]=[CH:6][C:5]([C:8]2[C:12](/[CH:13]=[CH:14]/[C:15]3[CH:16]=[C:17]([C:20]([OH:22])=O)[NH:18][N:19]=3)=[C:11]([CH3:23])[O:10][N:9]=2)=[CH:4][CH:3]=1.[NH:24]1[CH2:29][CH2:28][O:27][CH2:26][CH2:25]1.